From a dataset of Reaction yield outcomes from USPTO patents with 853,638 reactions. Predict the reaction yield, written as a fraction of the theoretical maximum amount of product (1.0 means a 100% yield; for example, 0.34 means a 34% yield). (1) The catalyst is C(O)C.[OH-].[OH-].[Pd+2]. The product is [CH3:1][O:2][C:3]([C:4]1[C:5]([NH:15][C:16]2[CH:21]=[CH:20][CH:19]=[CH:18][CH:17]=2)=[C:6]([F:14])[C:7]2[N:13]=[CH:23][NH:10][C:8]=2[CH:9]=1)=[O:22]. The reactants are [CH3:1][O:2][C:3](=[O:22])[C:4]1[CH:9]=[C:8]([N+:10]([O-])=O)[C:7]([NH2:13])=[C:6]([F:14])[C:5]=1[NH:15][C:16]1[CH:21]=[CH:20][CH:19]=[CH:18][CH:17]=1.[CH:23](O)=O. The yield is 0.860. (2) The reactants are [Cu]C#N.C[Li].B(F)(F)F.CCOCC.[OH:15][C@H:16]1[C@H:20]([CH3:21])[CH2:19][C@@H:18]([C:22]([O:24][CH2:25][C:26]2[CH:31]=[CH:30][CH:29]=[CH:28][CH:27]=2)=[O:23])[CH2:17]1. The catalyst is C1COCC1. The product is [OH:15][C@@H:16]1[C@@H:20]([CH3:21])[CH2:19][C@H:18]([C:22]([O:24][CH2:25][C:26]2[CH:27]=[CH:28][CH:29]=[CH:30][CH:31]=2)=[O:23])[CH2:17]1. The yield is 0.840. (3) The reactants are [OH-].[Na+].C[O:4][C:5](=[O:52])[CH2:6][CH:7]1[CH2:12][CH2:11][CH:10]([CH2:13][N:14]2[CH2:20][CH2:19][CH2:18][CH:17]([N:21]([CH2:28][C:29]3[CH:34]=[C:33]([C:35]([F:38])([F:37])[F:36])[CH:32]=[C:31]([C:39]([F:42])([F:41])[F:40])[CH:30]=3)[C:22]3[O:26][N:25]=[C:24]([CH3:27])[CH:23]=3)[C:16]3[CH:43]=[C:44]([CH3:51])[C:45]([C:47]([F:50])([F:49])[F:48])=[CH:46][C:15]2=3)[CH2:9][CH2:8]1.Cl. The catalyst is CO. The product is [F:42][C:39]([F:40])([F:41])[C:31]1[CH:30]=[C:29]([CH:34]=[C:33]([C:35]([F:36])([F:38])[F:37])[CH:32]=1)[CH2:28][N:21]([C:22]1[O:26][N:25]=[C:24]([CH3:27])[CH:23]=1)[CH:17]1[CH2:18][CH2:19][CH2:20][N:14]([CH2:13][CH:10]2[CH2:9][CH2:8][CH:7]([CH2:6][C:5]([OH:52])=[O:4])[CH2:12][CH2:11]2)[C:15]2[CH:46]=[C:45]([C:47]([F:49])([F:48])[F:50])[C:44]([CH3:51])=[CH:43][C:16]1=2. The yield is 0.950. (4) The reactants are I[C:2]1[C:10]2[CH:9]=[C:8]([C:11]3[CH:16]=[CH:15][CH:14]=[CH:13][CH:12]=3)[N:7]=[N:6][C:5]=2[N:4]([S:17]([C:20]2[CH:25]=[CH:24][CH:23]=[CH:22][CH:21]=2)(=[O:19])=[O:18])[CH:3]=1.[Cl-].[Li+].[CH3:28][N:29]1[CH:33]=[C:32](B2OC(C)(C)C(C)(C)O2)[CH:31]=[N:30]1.C(=O)([O-])[O-].[Na+].[Na+]. The catalyst is C1(C)C=CC=CC=1.CCO.CCOC(C)=O.C(=O)([O-])O.[Na+]. The product is [CH3:28][N:29]1[CH:33]=[C:32]([C:2]2[C:10]3[CH:9]=[C:8]([C:11]4[CH:16]=[CH:15][CH:14]=[CH:13][CH:12]=4)[N:7]=[N:6][C:5]=3[N:4]([S:17]([C:20]3[CH:25]=[CH:24][CH:23]=[CH:22][CH:21]=3)(=[O:19])=[O:18])[CH:3]=2)[CH:31]=[N:30]1. The yield is 0.900. (5) The reactants are [Cl:1][C:2]1[C:7]([CH:8]([CH3:10])[CH3:9])=[CH:6][C:5]([NH:11][CH2:12][C:13]([N:15]2[CH2:20][CH2:19][N:18]([CH:21]3[CH2:24][N:23]([C:25](=[O:28])[CH:26]=[CH2:27])[CH2:22]3)[CH2:17][CH2:16]2)=[O:14])=[C:4]([O:29]C)[CH:3]=1.B(Br)(Br)Br.CO.CCN(CC)CC. The catalyst is C(Cl)Cl.O. The product is [Cl:1][C:2]1[C:7]([CH:8]([CH3:10])[CH3:9])=[CH:6][C:5]([NH:11][CH2:12][C:13]([N:15]2[CH2:20][CH2:19][N:18]([CH:21]3[CH2:24][N:23]([C:25](=[O:28])[CH:26]=[CH2:27])[CH2:22]3)[CH2:17][CH2:16]2)=[O:14])=[C:4]([OH:29])[CH:3]=1. The yield is 0.330. (6) The reactants are [OH:1][CH2:2][C@@H:3]([N:5]1[C:13](=[O:14])[C:12]2[C:7](=[CH:8][CH:9]=[CH:10][CH:11]=2)[C:6]1=[O:15])[CH3:4].[CH3:16]I. The catalyst is CC#N. The product is [CH3:16][O:1][CH2:2][C@@H:3]([N:5]1[C:13](=[O:14])[C:12]2[C:7](=[CH:8][CH:9]=[CH:10][CH:11]=2)[C:6]1=[O:15])[CH3:4]. The yield is 0.700.